Task: Predict the reactants needed to synthesize the given product.. Dataset: Full USPTO retrosynthesis dataset with 1.9M reactions from patents (1976-2016) (1) The reactants are: [H-].[Na+].[I:3][C:4]1[CH:5]=[N:6][NH:7][CH:8]=1.Cl[CH2:10][C:11](=[O:18])[CH2:12][C:13]([O:15][CH2:16][CH3:17])=[O:14]. Given the product [I:3][C:4]1[CH:5]=[N:6][N:7]([CH2:10][C:11](=[O:18])[CH2:12][C:13]([O:15][CH2:16][CH3:17])=[O:14])[CH:8]=1, predict the reactants needed to synthesize it. (2) The reactants are: Br[C:2]1[CH:3]=[CH:4][C:5]2[O:6][CH2:7][C:8](=[O:21])[N:9]([CH2:12][C:13]3[CH:18]=[CH:17][C:16]([O:19][CH3:20])=[CH:15][CH:14]=3)[C:10]=2[N:11]=1.[C:22](=[O:29])([O:24][C:25]([CH3:28])([CH3:27])[CH3:26])[NH2:23].C([O-])([O-])=O.[Cs+].[Cs+].CC1(C)C2C(=C(P(C3C=CC=CC=3)C3C=CC=CC=3)C=CC=2)OC2C(P(C3C=CC=CC=3)C3C=CC=CC=3)=CC=CC1=2. Given the product [C:25]([O:24][C:22](=[O:29])[NH:23][C:2]1[CH:3]=[CH:4][C:5]2[O:6][CH2:7][C:8](=[O:21])[N:9]([CH2:12][C:13]3[CH:18]=[CH:17][C:16]([O:19][CH3:20])=[CH:15][CH:14]=3)[C:10]=2[N:11]=1)([CH3:28])([CH3:27])[CH3:26], predict the reactants needed to synthesize it. (3) Given the product [CH3:14][O:15][C:16]1[CH:17]=[C:18]([C:19]2[O:1][N:2]=[C:3]([C:5]3[C:10]([N+:11]([O-:13])=[O:12])=[CH:9][CH:8]=[CH:7][N:6]=3)[N:4]=2)[CH:22]=[CH:23][CH:24]=1, predict the reactants needed to synthesize it. The reactants are: [OH:1][NH:2][C:3]([C:5]1[C:10]([N+:11]([O-:13])=[O:12])=[CH:9][CH:8]=[CH:7][N:6]=1)=[NH:4].[CH3:14][O:15][C:16]1[CH:17]=[C:18]([CH:22]=[CH:23][CH:24]=1)[C:19](O)=O. (4) Given the product [CH3:17][S:16][CH2:15][CH:8]([CH2:1][C:2]1[CH:3]=[CH:4][CH:5]=[CH:6][CH:7]=1)[C:9]([OH:11])=[O:10], predict the reactants needed to synthesize it. The reactants are: [CH2:1]([C:8]([CH2:15][S:16][CH3:17])(C(O)=O)[C:9]([OH:11])=[O:10])[C:2]1[CH:7]=[CH:6][CH:5]=[CH:4][CH:3]=1.C(C(CSC)(C(OCC)=O)C(OCC)=O)C1C=CC=CC=1.CO.Cl. (5) Given the product [OH:38][C@@H:37]([C:39]1[CH:44]=[CH:43][C:42]([N+:45]([O-:47])=[O:46])=[CH:41][CH:40]=1)[C@@H:36]([NH:35][C:16]([C@@H:9]1[CH2:10][C:11](=[N:13][O:14][CH3:15])[CH2:12][N:8]1[C:6]([C:29]1[CH:28]=[CH:27][C:26]([C:21]2[CH:22]=[CH:23][CH:24]=[CH:25][C:20]=2[CH3:19])=[CH:31][CH:30]=1)=[O:7])=[O:18])[CH2:48][OH:49], predict the reactants needed to synthesize it. The reactants are: C(O[C:6]([N:8]1[CH2:12][C:11](=[N:13][O:14][CH3:15])[CH2:10][C@H:9]1[C:16]([OH:18])=O)=[O:7])(C)(C)C.[CH3:19][C:20]1[CH:25]=[CH:24][CH:23]=[CH:22][C:21]=1[C:26]1[CH:31]=[CH:30][C:29](C(O)=O)=[CH:28][CH:27]=1.[NH2:35][C@@H:36]([CH2:48][OH:49])[C@H:37]([C:39]1[CH:44]=[CH:43][C:42]([N+:45]([O-:47])=[O:46])=[CH:41][CH:40]=1)[OH:38]. (6) Given the product [NH2:1][C:2]1[CH:3]2[C:10]([C:11]3[CH:12]=[CH:13][C:14]([CH3:17])=[CH:15][CH:16]=3)=[N:9][N:8]([CH2:18][CH2:19][CH2:20][CH2:21][O:22][S:23]([C:26]3[CH:32]=[CH:31][C:29]([CH3:30])=[CH:28][CH:27]=3)(=[O:25])=[O:24])[CH:4]2[N:5]=[CH:6][N:7]=1, predict the reactants needed to synthesize it. The reactants are: [NH2:1][C:2]1[CH:3]2[C:10]([C:11]3[CH:16]=[CH:15][C:14]([CH3:17])=[CH:13][CH:12]=3)=[N:9][N:8]([CH2:18][CH2:19][CH2:20][CH2:21][OH:22])[CH:4]2[N:5]=[CH:6][N:7]=1.[S:23](Cl)([C:26]1[CH:32]=[CH:31][C:29]([CH3:30])=[CH:28][CH:27]=1)(=[O:25])=[O:24].C(Cl)Cl. (7) The reactants are: [N:1]12[CH2:7][C:4]([C:8]([C:17]3[CH:22]=[CH:21][CH:20]=[CH:19][CH:18]=3)([C:11]3[CH:16]=[CH:15][CH:14]=[CH:13][CH:12]=3)[C:9]#[N:10])([CH2:5][CH2:6]1)[CH2:3][CH2:2]2.[C:23]1([CH2:29][O:30][CH2:31][CH2:32][Br:33])[CH:28]=[CH:27][CH:26]=[CH:25][CH:24]=1. Given the product [Br-:33].[C:9]([C:8]([C:17]1[CH:22]=[CH:21][CH:20]=[CH:19][CH:18]=1)([C:11]1[CH:12]=[CH:13][CH:14]=[CH:15][CH:16]=1)[C:4]12[CH2:7][N+:1]([CH2:32][CH2:31][O:30][CH2:29][C:23]3[CH:28]=[CH:27][CH:26]=[CH:25][CH:24]=3)([CH2:6][CH2:5]1)[CH2:2][CH2:3]2)#[N:10], predict the reactants needed to synthesize it.